From a dataset of Reaction yield outcomes from USPTO patents with 853,638 reactions. Predict the reaction yield, written as a fraction of the theoretical maximum amount of product (1.0 means a 100% yield; for example, 0.34 means a 34% yield). (1) The reactants are [CH2:1]([O:8][C:9]1[CH:14]=[C:13]([O:15][CH2:16][C:17]2[CH:22]=[CH:21][CH:20]=[CH:19][CH:18]=2)[C:12]([C:23]([CH3:25])=[CH2:24])=[CH:11][C:10]=1[C:26]([N:28]1[CH2:33][CH2:32][CH:31]([CH2:34][CH:35]=O)[CH2:30][CH2:29]1)=[O:27])[C:2]1[CH:7]=[CH:6][CH:5]=[CH:4][CH:3]=1.S(C1C=CC(C)=CC=1)(O)(=O)=O.[CH:48]1([O:53][C:54](=[O:61])[C@H:55]([CH2:57][CH:58]([CH3:60])[CH3:59])[NH2:56])[CH2:52][CH2:51][CH2:50][CH2:49]1.C(O[BH-](OC(=O)C)OC(=O)C)(=O)C.[Na+].CCCCCCC. The catalyst is ClC(Cl)C. The product is [CH2:1]([O:8][C:9]1[CH:14]=[C:13]([O:15][CH2:16][C:17]2[CH:18]=[CH:19][CH:20]=[CH:21][CH:22]=2)[C:12]([C:23]([CH3:25])=[CH2:24])=[CH:11][C:10]=1[C:26]([N:28]1[CH2:29][CH2:30][CH:31]([CH2:34][CH2:35][NH:56][C@H:55]([C:54]([O:53][CH:48]2[CH2:49][CH2:50][CH2:51][CH2:52]2)=[O:61])[CH2:57][CH:58]([CH3:59])[CH3:60])[CH2:32][CH2:33]1)=[O:27])[C:2]1[CH:7]=[CH:6][CH:5]=[CH:4][CH:3]=1. The yield is 0.750. (2) The catalyst is C(O)CCC. The reactants are [CH2:1]([NH:8][C:9]([C:11]1[S:15][C:14]([C:16]#[N:17])=[N:13][C:12]=1[CH3:18])=[O:10])[C:2]1[CH:7]=[CH:6][CH:5]=[CH:4][CH:3]=1.[C:19]1([CH2:25][C:26]([NH:28][NH2:29])=O)[CH:24]=[CH:23][CH:22]=[CH:21][CH:20]=1.C(=O)([O-])[O-].[K+].[K+]. The yield is 0.150. The product is [CH2:1]([NH:8][C:9]([C:11]1[S:15][C:14]([C:16]2[N:17]=[C:26]([CH2:25][C:19]3[CH:24]=[CH:23][CH:22]=[CH:21][CH:20]=3)[NH:28][N:29]=2)=[N:13][C:12]=1[CH3:18])=[O:10])[C:2]1[CH:3]=[CH:4][CH:5]=[CH:6][CH:7]=1.